Dataset: Forward reaction prediction with 1.9M reactions from USPTO patents (1976-2016). Task: Predict the product of the given reaction. Given the reactants [NH2:1][CH2:2][CH:3]([C:5]1[CH:10]=[C:9]([C:11]([F:14])([F:13])[F:12])[CH:8]=[CH:7][C:6]=1[C:15]1[CH:20]=[C:19]([CH:21]([CH3:23])[CH3:22])[CH:18]=[CH:17][C:16]=1[O:24][CH3:25])[OH:4].C(N(C(C)C)CC)(C)C.Cl[C:36](Cl)([O:38]C(=O)OC(Cl)(Cl)Cl)Cl, predict the reaction product. The product is: [CH:21]([C:19]1[CH:18]=[CH:17][C:16]([O:24][CH3:25])=[C:15]([C:6]2[CH:7]=[CH:8][C:9]([C:11]([F:13])([F:14])[F:12])=[CH:10][C:5]=2[CH:3]2[O:4][C:36](=[O:38])[NH:1][CH2:2]2)[CH:20]=1)([CH3:23])[CH3:22].